From a dataset of Reaction yield outcomes from USPTO patents with 853,638 reactions. Predict the reaction yield, written as a fraction of the theoretical maximum amount of product (1.0 means a 100% yield; for example, 0.34 means a 34% yield). The reactants are C[O-].[Na+].[CH3:4][N:5]1[C:9]([C:10]2[CH:15]=[CH:14][CH:13]=[CH:12][CH:11]=2)=[C:8]2[CH2:16][CH2:17][CH:18]3[C:26]([C:27]4[CH:32]=[CH:31][CH:30]=[CH:29][CH:28]=4)([C:7]2=[N:6]1)[CH2:25][C:21]1[CH:22]=[N:23][O:24][C:20]=1[CH:19]3[CH3:33]. The catalyst is CO.O1CCCC1. The product is [CH3:4][N:5]1[C:9]([C:10]2[CH:15]=[CH:14][CH:13]=[CH:12][CH:11]=2)=[C:8]2[C:7]([C:26]3([C:27]4[CH:32]=[CH:31][CH:30]=[CH:29][CH:28]=4)[CH2:25][CH:21]([C:22]#[N:23])[C:20](=[O:24])[CH:19]([CH3:33])[CH:18]3[CH2:17][CH2:16]2)=[N:6]1. The yield is 0.850.